From a dataset of Full USPTO retrosynthesis dataset with 1.9M reactions from patents (1976-2016). Predict the reactants needed to synthesize the given product. (1) Given the product [O:19]([C:16]1[CH:15]=[CH:14][C:13]([CH2:12][CH:2]([NH:1][C:35]([C:28]2[C:29]3[C:34](=[CH:33][CH:32]=[CH:31][CH:30]=3)[C:25]([F:24])=[CH:26][CH:27]=2)=[O:36])[CH:3]([C:5]2[CH:10]=[CH:9][CH:8]=[C:7]([Cl:11])[CH:6]=2)[OH:4])=[CH:18][CH:17]=1)[C:20]([CH3:23])([CH3:22])[CH3:21], predict the reactants needed to synthesize it. The reactants are: [NH2:1][CH:2]([CH2:12][C:13]1[CH:18]=[CH:17][C:16]([O:19][C:20]([CH3:23])([CH3:22])[CH3:21])=[CH:15][CH:14]=1)[CH:3]([C:5]1[CH:10]=[CH:9][CH:8]=[C:7]([Cl:11])[CH:6]=1)[OH:4].[F:24][C:25]1[C:34]2[C:29](=[CH:30][CH:31]=[CH:32][CH:33]=2)[C:28]([C:35](O)=[O:36])=[CH:27][CH:26]=1.Cl.C(N=C=NCCCN(C)C)C.O.ON1C2C=CC=CC=2N=N1. (2) The reactants are: Cl[C:2]1[N:7]=[C:6]([NH:8][CH:9]2[CH2:23][CH:12]3[CH2:13][N:14](C(OC(C)(C)C)=O)[CH2:15][CH:11]3[CH2:10]2)[C:5]([Cl:24])=[CH:4][N:3]=1.Cl.[CH3:26][N:27]1[C:31]([CH3:32])=[C:30]([NH2:33])[CH:29]=[N:28]1.FC(F)(F)C(O)=O.C([O-])([O-])=O.[Na+].[Na+]. Given the product [Cl:24][C:5]1[C:6]([NH:8][CH:9]2[CH2:10][CH:11]3[CH2:15][NH:14][CH2:13][CH:12]3[CH2:23]2)=[N:7][C:2]([NH:33][C:30]2[CH:29]=[N:28][N:27]([CH3:26])[C:31]=2[CH3:32])=[N:3][CH:4]=1, predict the reactants needed to synthesize it. (3) The reactants are: [S:1]1[CH:5]=[C:4]([C:6]2[CH:16]=[CH:15][C:9]([O:10][CH2:11][CH:12]3[CH2:14][O:13]3)=[CH:8][CH:7]=2)[C:3]2[CH:17]=[CH:18][CH:19]=[CH:20][C:2]1=2.[CH2:21]1[C:30]2[C:25](=[CH:26][CH:27]=[CH:28][CH:29]=2)[CH2:24][CH2:23][NH:22]1. Given the product [S:1]1[CH:5]=[C:4]([C:6]2[CH:16]=[CH:15][C:9]([O:10][CH2:11][C@H:12]([OH:13])[CH2:14][N:22]3[CH2:23][CH2:24][C:25]4[C:30](=[CH:29][CH:28]=[CH:27][CH:26]=4)[CH2:21]3)=[CH:8][CH:7]=2)[C:3]2[CH:17]=[CH:18][CH:19]=[CH:20][C:2]1=2, predict the reactants needed to synthesize it. (4) Given the product [CH3:13][O:12][C:6]1[CH:7]=[C:8]([CH:11]=[C:4]([N+:1]([O-:3])=[O:2])[C:5]=1[O:14][CH3:15])[CH:9]=[O:10], predict the reactants needed to synthesize it. The reactants are: [N+:1]([C:4]1[C:5]([OH:14])=[C:6]([O:12][CH3:13])[CH:7]=[C:8]([CH:11]=1)[CH:9]=[O:10])([O-:3])=[O:2].[C:15](=O)([O-])[O-].[K+].[K+].IC.CN(C)C=O. (5) Given the product [Cl:1][C:2]1[CH:10]=[CH:9][C:5]([C:6]([N:25]2[CH2:30][CH2:29][O:28][CH2:27][CH2:26]2)=[O:8])=[C:4]([CH:3]=1)[CH:11]=[O:12], predict the reactants needed to synthesize it. The reactants are: [Cl:1][C:2]1[CH:10]=[CH:9][C:5]([C:6]([OH:8])=O)=[C:4]([CH:11]=[O:12])[CH:3]=1.Cl.CN(C)CCCN=C=NCC.[NH:25]1[CH2:30][CH2:29][O:28][CH2:27][CH2:26]1. (6) Given the product [CH:4]1[CH:13]=[C:12]2[C:14]([N:2]([OH:3])[C:17]([C:10]3=[CH:9][CH:8]=[CH:7][C:6](=[C:11]23)[CH:5]=1)=[O:18])=[O:15], predict the reactants needed to synthesize it. The reactants are: Cl.[NH2:2][OH:3].[CH:4]1[CH:5]=[C:6]2[C:11]3=[C:12]([C:14](O[C:17](=[O:18])[C:10]3=[CH:9][CH:8]=[CH:7]2)=[O:15])[CH:13]=1. (7) Given the product [CH:1]([N:4]([CH3:5])[S:17]([C:12]1[CH:13]=[CH:14][CH:15]=[CH:16][C:11]=1[N+:8]([O-:10])=[O:9])(=[O:18])=[O:19])([CH3:3])[CH3:2], predict the reactants needed to synthesize it. The reactants are: [CH:1]([NH:4][CH3:5])([CH3:3])[CH3:2].[OH-].[K+].[N+:8]([C:11]1[CH:16]=[CH:15][CH:14]=[CH:13][C:12]=1[S:17](Cl)(=[O:19])=[O:18])([O-:10])=[O:9]. (8) Given the product [F:33][C:29]1[CH:30]=[CH:31][CH:32]=[C:4]([F:3])[C:5]=1[CH2:6][O:7][C:8]1[C:9]2[N:10]([C:15]([C:19]3[O:23][N:22]=[C:21]([CH2:24][OH:25])[CH:20]=3)=[C:16]([CH3:18])[N:17]=2)[CH:11]=[C:12]([CH3:14])[CH:13]=1, predict the reactants needed to synthesize it. The reactants are: [BH4-].[Na+].[F:3][C:4]1[CH:32]=[CH:31][CH:30]=[C:29]([F:33])[C:5]=1[CH2:6][O:7][C:8]1[C:9]2[N:10]([C:15]([C:19]3[O:23][N:22]=[C:21]([C:24](OCC)=[O:25])[CH:20]=3)=[C:16]([CH3:18])[N:17]=2)[CH:11]=[C:12]([CH3:14])[CH:13]=1. (9) Given the product [F:1][C:2]1[CH:3]=[C:4](/[CH:16]=[C:17](\[CH3:30])/[CH2:18][NH2:19])[CH:5]=[C:6]([F:15])[C:7]=1[O:8][C:9]1[CH:14]=[CH:13][CH:12]=[CH:11][CH:10]=1, predict the reactants needed to synthesize it. The reactants are: [F:1][C:2]1[CH:3]=[C:4](/[CH:16]=[C:17](\[CH3:30])/[CH2:18][N:19]2C(=O)C3C(=CC=CC=3)C2=O)[CH:5]=[C:6]([F:15])[C:7]=1[O:8][C:9]1[CH:14]=[CH:13][CH:12]=[CH:11][CH:10]=1.O.NN.